Dataset: Forward reaction prediction with 1.9M reactions from USPTO patents (1976-2016). Task: Predict the product of the given reaction. Given the reactants FC(F)(F)C(O)=O.[NH2:8][C:9]1([C:21]([NH2:23])=[O:22])[CH2:17][C:16]2[C:11](=[CH:12][CH:13]=[C:14]([N+:18]([O-:20])=[O:19])[CH:15]=2)[CH2:10]1.[CH3:24][C:25]([CH3:30])([CH3:29])[C:26](Cl)=[O:27].C(N(CC)CC)C.[NH4+].[Cl-], predict the reaction product. The product is: [CH3:24][C:25]([CH3:30])([CH3:29])[C:26]([NH:8][C:9]1([C:21]([NH2:23])=[O:22])[CH2:17][C:16]2[C:11](=[CH:12][CH:13]=[C:14]([N+:18]([O-:20])=[O:19])[CH:15]=2)[CH2:10]1)=[O:27].